This data is from Forward reaction prediction with 1.9M reactions from USPTO patents (1976-2016). The task is: Predict the product of the given reaction. Given the reactants C(OC([N:8]([C:16]1[CH:21]=[C:20]([CH3:22])[C:19]([CH2:23][NH:24][C:25]2[C:26]3[C:27](=[N:31][N:32]([CH2:34][C:35]4[CH:40]=[CH:39][C:38]([CH2:41][N:42]5[CH:47]=[C:46]([C:48]([F:51])([F:50])[F:49])[CH:45]=[CH:44][C:43]5=[O:52])=[CH:37][CH:36]=4)[CH:33]=3)[N:28]=[CH:29][N:30]=2)=[C:18]([CH3:53])[N:17]=1)C(=O)OC(C)(C)C)=O)(C)(C)C.Cl, predict the reaction product. The product is: [NH2:8][C:16]1[N:17]=[C:18]([CH3:53])[C:19]([CH2:23][NH:24][C:25]2[C:26]3[C:27](=[N:31][N:32]([CH2:34][C:35]4[CH:36]=[CH:37][C:38]([CH2:41][N:42]5[CH:47]=[C:46]([C:48]([F:51])([F:50])[F:49])[CH:45]=[CH:44][C:43]5=[O:52])=[CH:39][CH:40]=4)[CH:33]=3)[N:28]=[CH:29][N:30]=2)=[C:20]([CH3:22])[CH:21]=1.